Task: Predict the reaction yield, written as a fraction of the theoretical maximum amount of product (1.0 means a 100% yield; for example, 0.34 means a 34% yield).. Dataset: Reaction yield outcomes from USPTO patents with 853,638 reactions (1) The reactants are [CH3:1][O:2][C:3]1[C:8]2[N:9]=[C:10]([C:12]([OH:14])=O)[S:11][C:7]=2[C:6]([N:15]2[CH2:20][CH2:19][O:18][CH2:17][CH2:16]2)=[CH:5][CH:4]=1.C(N1C=CN=C1)(N1C=CN=C1)=O.Cl.[NH2:34][CH:35]1[CH2:40][CH2:39][CH2:38][CH2:37][C:36]1=[O:41].C(N(CC)CC)C. The catalyst is CN(C)C=O.O. The product is [O:41]=[C:36]1[CH2:37][CH2:38][CH2:39][CH2:40][CH:35]1[NH:34][C:12]([C:10]1[S:11][C:7]2[C:6]([N:15]3[CH2:20][CH2:19][O:18][CH2:17][CH2:16]3)=[CH:5][CH:4]=[C:3]([O:2][CH3:1])[C:8]=2[N:9]=1)=[O:14]. The yield is 0.0200. (2) The product is [Cl:1][C:2]1[CH:10]=[C:9]([S:11]([Cl:14])(=[O:13])=[O:12])[CH:8]=[CH:7][C:3]=1[C:4]([NH:20][CH2:19][C:18]1[CH:21]=[CH:22][C:23]([C:24]([F:25])([F:26])[F:27])=[C:16]([Cl:15])[CH:17]=1)=[O:5]. The catalyst is C(Cl)Cl.C(OCC)(=O)C. The reactants are [Cl:1][C:2]1[CH:10]=[C:9]([S:11]([Cl:14])(=[O:13])=[O:12])[CH:8]=[CH:7][C:3]=1[C:4](Cl)=[O:5].[Cl:15][C:16]1[CH:17]=[C:18]([CH:21]=[CH:22][C:23]=1[C:24]([F:27])([F:26])[F:25])[CH2:19][NH2:20].CCN(CC)CC. The yield is 0.390. (3) The reactants are [Cl:1][C:2]1[C:7]([Cl:8])=[C:6]([F:9])[CH:5]=[CH:4][C:3]=1[C:10]([N:12]1[CH:17]=[CH:16][C:15]2[N:18]([C:21]3[CH:26]=[N:25][CH:24]=[CH:23][N:22]=3)[N:19]=[N:20][C:14]=2[CH:13]1[CH3:27])=[O:11].C([SiH](CC)CC)C. The catalyst is C(O)(C(F)(F)F)=O.C(Cl)Cl. The product is [Cl:1][C:2]1[C:7]([Cl:8])=[C:6]([F:9])[CH:5]=[CH:4][C:3]=1[C:10]([N:12]1[CH2:17][CH2:16][C:15]2[N:18]([C:21]3[CH:26]=[N:25][CH:24]=[CH:23][N:22]=3)[N:19]=[N:20][C:14]=2[CH:13]1[CH3:27])=[O:11]. The yield is 0.400. (4) The reactants are [Cl:1][C:2]1[CH:10]=[C:6]([C:7]([OH:9])=O)[C:5]([OH:11])=[CH:4][CH:3]=1.[CH3:12][C:13]([C:16]1[CH:22]=[CH:21][C:20]([C:23]([CH3:26])([CH3:25])[CH3:24])=[CH:19][C:17]=1[NH2:18])([CH3:15])[CH3:14]. No catalyst specified. The product is [CH3:15][C:13]([C:16]1[CH:22]=[CH:21][C:20]([C:23]([CH3:26])([CH3:25])[CH3:24])=[CH:19][C:17]=1[NH:18][C:7](=[O:9])[C:6]1[CH:10]=[C:2]([Cl:1])[CH:3]=[CH:4][C:5]=1[OH:11])([CH3:12])[CH3:14]. The yield is 0.757.